Dataset: NCI-60 drug combinations with 297,098 pairs across 59 cell lines. Task: Regression. Given two drug SMILES strings and cell line genomic features, predict the synergy score measuring deviation from expected non-interaction effect. (1) Drug 1: CCCCCOC(=O)NC1=NC(=O)N(C=C1F)C2C(C(C(O2)C)O)O. Drug 2: C1CNP(=O)(OC1)N(CCCl)CCCl. Cell line: NCIH23. Synergy scores: CSS=9.04, Synergy_ZIP=-1.12, Synergy_Bliss=1.74, Synergy_Loewe=4.13, Synergy_HSA=0.905. (2) Drug 1: CC1=C(C=C(C=C1)NC2=NC=CC(=N2)N(C)C3=CC4=NN(C(=C4C=C3)C)C)S(=O)(=O)N.Cl. Drug 2: COC1=C2C(=CC3=C1OC=C3)C=CC(=O)O2. Cell line: RPMI-8226. Synergy scores: CSS=-12.7, Synergy_ZIP=5.62, Synergy_Bliss=-0.217, Synergy_Loewe=-6.38, Synergy_HSA=-7.82.